From a dataset of Full USPTO retrosynthesis dataset with 1.9M reactions from patents (1976-2016). Predict the reactants needed to synthesize the given product. (1) The reactants are: [Br:1][C:2]1[CH:3]=[C:4]([CH:7]=[C:8]([O:11][CH3:12])[C:9]=1[OH:10])[CH:5]=[O:6].C(=O)([O-])[O-].[Cs+].[Cs+].Br[CH2:20][CH3:21].O. Given the product [Br:1][C:2]1[CH:3]=[C:4]([CH:7]=[C:8]([O:11][CH3:12])[C:9]=1[O:10][CH2:20][CH3:21])[CH:5]=[O:6], predict the reactants needed to synthesize it. (2) Given the product [CH3:1][C:2]1[CH:21]=[CH:20][C:19]([C:32]2[N:37]=[C:36]([C:38]([OH:40])=[O:39])[CH:35]=[CH:34][CH:33]=2)=[CH:18][C:3]=1[C:4]([NH:6][CH2:7][C:8]12[CH2:15][CH:14]3[CH2:16][CH:10]([CH2:11][CH:12]([CH2:13]3)[CH2:17]1)[CH2:9]2)=[O:5], predict the reactants needed to synthesize it. The reactants are: [CH3:1][C:2]1[CH:21]=[CH:20][C:19](B2OC(C)(C)C(C)(C)O2)=[CH:18][C:3]=1[C:4]([NH:6][CH2:7][C:8]12[CH2:17][CH:12]3[CH2:13][CH:14]([CH2:16][CH:10]([CH2:11]3)[CH2:9]1)[CH2:15]2)=[O:5].Cl[C:32]1[N:37]=[C:36]([C:38]([O:40]C)=[O:39])[CH:35]=[CH:34][CH:33]=1.C(=O)([O-])[O-].[Na+].[Na+].[OH-].[Na+]. (3) Given the product [O:21]=[C:15]1[CH:14]([N:7]2[C:6](=[O:22])[C:5]3[C:9](=[CH:10][CH:11]=[CH:12][C:4]=3[CH2:3][NH:2][C:36](=[O:37])[C:35]3[CH:39]=[CH:40][C:41]([F:42])=[C:33]([F:32])[CH:34]=3)[C:8]2=[O:13])[CH2:19][CH2:18][C:17](=[O:20])[NH:16]1, predict the reactants needed to synthesize it. The reactants are: Cl.[NH2:2][CH2:3][C:4]1[CH:12]=[CH:11][CH:10]=[C:9]2[C:5]=1[C:6](=[O:22])[N:7]([CH:14]1[CH2:19][CH2:18][C:17](=[O:20])[NH:16][C:15]1=[O:21])[C:8]2=[O:13].C(N(C(C)C)CC)(C)C.[F:32][C:33]1[CH:34]=[C:35]([CH:39]=[CH:40][C:41]=1[F:42])[C:36](Cl)=[O:37]. (4) Given the product [OH:37][CH2:33][CH2:34][CH2:35][C:36]([NH:22][CH2:21][C:19]1[N:20]=[C:15]2[CH:14]=[C:13]([C:6]3[C:5]4[C:9](=[CH:10][CH:11]=[C:3]([O:2][CH3:1])[CH:4]=4)[N:8]([CH3:12])[CH:7]=3)[N:23]([CH2:24][O:25][CH2:26][CH2:27][Si:28]([CH3:30])([CH3:29])[CH3:31])[C:16]2=[N:17][CH:18]=1)=[O:32], predict the reactants needed to synthesize it. The reactants are: [CH3:1][O:2][C:3]1[CH:4]=[C:5]2[C:9](=[CH:10][CH:11]=1)[N:8]([CH3:12])[CH:7]=[C:6]2[C:13]1[N:23]([CH2:24][O:25][CH2:26][CH2:27][Si:28]([CH3:31])([CH3:30])[CH3:29])[C:16]2=[N:17][CH:18]=[C:19]([CH2:21][NH2:22])[N:20]=[C:15]2[CH:14]=1.[O:32]1[CH2:36][CH2:35][CH2:34][C:33]1=[O:37].N1C=NC=N1.C1CCN2C(=NCCC2)CC1. (5) Given the product [C:17]([CH2:18][CH2:19][O:1][C:2]1[CH:9]=[CH:8][C:5]([CH:6]=[O:7])=[C:4]([CH3:10])[CH:3]=1)([OH:21])=[O:20], predict the reactants needed to synthesize it. The reactants are: [OH:1][C:2]1[CH:9]=[CH:8][C:5]([CH:6]=[O:7])=[C:4]([CH3:10])[CH:3]=1.CC(C)([O-])C.[K+].[C:17]1(=[O:21])[O:20][CH2:19][CH2:18]1.Cl. (6) Given the product [CH3:1][C:2]1([CH3:16])[O:6][C@@H:5]([C:7]2[CH:12]=[CH:11][C:10]([NH2:13])=[CH:9][CH:8]=2)[CH2:4][O:3]1, predict the reactants needed to synthesize it. The reactants are: [CH3:1][C:2]1([CH3:16])[O:6][C@@H:5]([C:7]2[CH:12]=[CH:11][C:10]([N+:13]([O-])=O)=[CH:9][CH:8]=2)[CH2:4][O:3]1.[H][H]. (7) Given the product [Cl:1][C:2]1[CH:7]=[CH:6][C:5]([C@@H:8]([C:19]2[CH:20]=[CH:21][C:22]([CH:25]3[CH2:30][CH2:29][N:28]([C:31]([O:33][C:34]([CH3:35])([CH3:37])[CH3:36])=[O:32])[CH2:27][CH2:26]3)=[CH:23][CH:24]=2)[CH2:9]/[C:10](=[N:40]\[OH:41])/[C:12]2[CH:17]=[CH:16][N:15]=[C:14]([CH3:18])[CH:13]=2)=[C:4]([CH3:38])[CH:3]=1, predict the reactants needed to synthesize it. The reactants are: [Cl:1][C:2]1[CH:7]=[CH:6][C:5]([C@@H:8]([C:19]2[CH:24]=[CH:23][C:22]([CH:25]3[CH2:30][CH2:29][N:28]([C:31]([O:33][C:34]([CH3:37])([CH3:36])[CH3:35])=[O:32])[CH2:27][CH2:26]3)=[CH:21][CH:20]=2)[CH2:9][C:10]([C:12]2[CH:17]=[CH:16][N:15]=[C:14]([CH3:18])[CH:13]=2)=O)=[C:4]([CH3:38])[CH:3]=1.Cl.[NH2:40][OH:41].C(=O)([O-])O.[Na+].